This data is from Forward reaction prediction with 1.9M reactions from USPTO patents (1976-2016). The task is: Predict the product of the given reaction. (1) Given the reactants [OH-].[Li+].[CH3:3][C:4]1([CH3:52])[C:8](=[O:9])[N:7]([C@@H:10]([CH2:27][CH:28]2[CH2:30][CH2:29]2)[C:11]([NH:13][CH:14]([C:21]2[CH:22]=[N:23][CH:24]=[CH:25][CH:26]=2)[CH2:15][C:16]([O:18]CC)=[O:17])=[O:12])[C:6](=[O:31])[N:5]1[CH2:32][C:33]1[CH:38]=[CH:37][C:36]([NH:39][C:40]([NH:42][C:43]2[CH:48]=[CH:47][CH:46]=[CH:45][C:44]=2[CH3:49])=[O:41])=[C:35]([O:50][CH3:51])[CH:34]=1.[ClH:53], predict the reaction product. The product is: [ClH:53].[CH3:3][C:4]1([CH3:52])[C:8](=[O:9])[N:7]([C@@H:10]([CH2:27][CH:28]2[CH2:30][CH2:29]2)[C:11]([NH:13][CH:14]([C:21]2[CH:22]=[N:23][CH:24]=[CH:25][CH:26]=2)[CH2:15][C:16]([OH:18])=[O:17])=[O:12])[C:6](=[O:31])[N:5]1[CH2:32][C:33]1[CH:38]=[CH:37][C:36]([NH:39][C:40]([NH:42][C:43]2[CH:48]=[CH:47][CH:46]=[CH:45][C:44]=2[CH3:49])=[O:41])=[C:35]([O:50][CH3:51])[CH:34]=1. (2) The product is: [C:1]([N:4]1[C:10]([CH3:11])=[CH:9][C:8]2[CH:12]=[CH:13][C:14]([Cl:16])=[CH:15][C:7]=2[C:6]([C:17]2[CH:22]=[CH:21][C:20]([NH2:23])=[C:19]([CH3:26])[CH:18]=2)=[N:5]1)(=[O:3])[CH3:2]. Given the reactants [C:1]([N:4]1[C:10]([CH3:11])=[CH:9][C:8]2[CH:12]=[CH:13][C:14]([Cl:16])=[CH:15][C:7]=2[C:6]([C:17]2[CH:22]=[CH:21][C:20]([N+:23]([O-])=O)=[C:19]([CH3:26])[CH:18]=2)=[N:5]1)(=[O:3])[CH3:2].O.NN, predict the reaction product. (3) Given the reactants [CH2:1]([O:3][C:4]1[C:9]2[N:10]=[CH:11][S:12][C:8]=2[CH:7]=[CH:6][CH:5]=1)[CH3:2].C(O[C:18](=O)[NH:19][C@H:20]1[CH2:25][CH2:24][C@H:23]([C:26](=[O:31])N(OC)C)[CH2:22][CH2:21]1)(C)(C)C.[O:33]=[C:34]1[NH:39][C:38]2[CH:40]=[C:41](C=O)[CH:42]=[CH:43][C:37]=2[O:36][CH2:35]1, predict the reaction product. The product is: [CH2:1]([O:3][C:4]1[C:9]2[N:10]=[C:11]([C:26]([C@H:23]3[CH2:22][CH2:21][C@H:20]([NH:19][CH2:18][C:41]4[CH:42]=[CH:43][C:37]5[O:36][CH2:35][C:34](=[O:33])[NH:39][C:38]=5[CH:40]=4)[CH2:25][CH2:24]3)=[O:31])[S:12][C:8]=2[CH:7]=[CH:6][CH:5]=1)[CH3:2]. (4) Given the reactants [O:1]=[C:2]1[C:11]2[CH:10]=[CH:9][CH:8]=[C:7]3[NH:12][CH:13]([C:21]4[CH:28]=[CH:27][C:24]([CH:25]=O)=[CH:23][CH:22]=4)[CH:14]([C:15]4[CH:20]=[CH:19][CH:18]=[CH:17][CH:16]=4)[C:5]([C:6]=23)=[N:4][NH:3]1.C(O)(=O)C.[CH2:33]([N:35]1[CH2:40][CH2:39][NH:38][CH2:37][CH2:36]1)[CH3:34], predict the reaction product. The product is: [CH2:33]([N:35]1[CH2:40][CH2:39][N:38]([CH2:25][C:24]2[CH:23]=[CH:22][C:21]([CH:13]3[NH:12][C:7]4[C:6]5[C:5](=[N:4][NH:3][C:2](=[O:1])[C:11]=5[CH:10]=[CH:9][CH:8]=4)[CH:14]3[C:15]3[CH:20]=[CH:19][CH:18]=[CH:17][CH:16]=3)=[CH:28][CH:27]=2)[CH2:37][CH2:36]1)[CH3:34]. (5) Given the reactants [Cl:1][C:2]1[C:11]2[C:6](=[CH:7][CH:8]=[C:9]([C:12]([OH:30])([C:24]3[N:28]([CH3:29])[N:27]=[N:26][CH:25]=3)[CH:13]3[CH2:16][N:15]([C:17]([O:19][C:20]([CH3:23])([CH3:22])[CH3:21])=[O:18])[CH2:14]3)[CH:10]=2)[N:5]=[C:4]([CH2:31][CH3:32])[C:3]=1[OH:33].[CH:34]1([CH2:37]O)[CH2:36][CH2:35]1, predict the reaction product. The product is: [Cl:1][C:2]1[C:11]2[C:6](=[CH:7][CH:8]=[C:9]([C:12]([OH:30])([C:24]3[N:28]([CH3:29])[N:27]=[N:26][CH:25]=3)[CH:13]3[CH2:14][N:15]([C:17]([O:19][C:20]([CH3:23])([CH3:22])[CH3:21])=[O:18])[CH2:16]3)[CH:10]=2)[N:5]=[C:4]([CH2:31][CH3:32])[C:3]=1[O:33][CH2:37][CH:34]1[CH2:36][CH2:35]1.